From a dataset of Peptide-MHC class II binding affinity with 134,281 pairs from IEDB. Regression. Given a peptide amino acid sequence and an MHC pseudo amino acid sequence, predict their binding affinity value. This is MHC class II binding data. The peptide sequence is EEAEISGSSARYDVA. The MHC is DRB1_0901 with pseudo-sequence DRB1_0901. The binding affinity (normalized) is 0.703.